Predict the reaction yield, written as a fraction of the theoretical maximum amount of product (1.0 means a 100% yield; for example, 0.34 means a 34% yield). From a dataset of Reaction yield outcomes from USPTO patents with 853,638 reactions. (1) The reactants are [NH2:1][C:2]1[CH:7]=[CH:6][C:5]([C:8]2[N:9]([CH:22]3[CH2:25][CH2:24][CH2:23]3)[C:10]3[C:15]([C:16]=2[C:17]#[N:18])=[CH:14][CH:13]=[C:12]([O:19][CH2:20][CH3:21])[CH:11]=3)=[CH:4][CH:3]=1.CCN(CC)CC.[F:33][C:34]([F:45])([F:44])[C:35](O[C:35](=[O:36])[C:34]([F:45])([F:44])[F:33])=[O:36]. The catalyst is C(Cl)Cl. The product is [C:17]([C:16]1[C:15]2[C:10](=[CH:11][C:12]([O:19][CH2:20][CH3:21])=[CH:13][CH:14]=2)[N:9]([CH:22]2[CH2:23][CH2:24][CH2:25]2)[C:8]=1[C:5]1[CH:4]=[CH:3][C:2]([NH:1][C:35](=[O:36])[C:34]([F:45])([F:44])[F:33])=[CH:7][CH:6]=1)#[N:18]. The yield is 1.00. (2) The reactants are [F:1][C:2]1[CH:10]=[C:9]2[C:5]([C:6]([C:11]3[CH:12]=[N:13][N:14]([CH:16]4[CH2:21][CH2:20][C:19](=[O:22])[CH2:18][CH2:17]4)[CH:15]=3)=[CH:7][NH:8]2)=[CH:4][CH:3]=1.[BH4-].[Na+]. The catalyst is CO. The product is [F:1][C:2]1[CH:10]=[C:9]2[C:5]([C:6]([C:11]3[CH:12]=[N:13][N:14]([C@@H:16]4[CH2:17][CH2:18][C@H:19]([OH:22])[CH2:20][CH2:21]4)[CH:15]=3)=[CH:7][NH:8]2)=[CH:4][CH:3]=1. The yield is 0.110.